This data is from Full USPTO retrosynthesis dataset with 1.9M reactions from patents (1976-2016). The task is: Predict the reactants needed to synthesize the given product. Given the product [F:1][C:2]1[CH:3]=[CH:4][C:5]([CH2:8][C:9]2[CH:18]=[C:17]3[C:12]([C:13]([OH:29])=[C:14]([C:24]([NH:30][CH2:31][C@H:32]([OH:34])[CH3:33])=[O:25])[C:15](=[O:23])[N:16]3[CH2:19][CH2:20][CH2:21][OH:22])=[N:11][CH:10]=2)=[CH:6][CH:7]=1, predict the reactants needed to synthesize it. The reactants are: [F:1][C:2]1[CH:7]=[CH:6][C:5]([CH2:8][C:9]2[CH:18]=[C:17]3[C:12]([C:13]([OH:29])=[C:14]([C:24](OCC)=[O:25])[C:15](=[O:23])[N:16]3[CH2:19][CH2:20][CH2:21][OH:22])=[N:11][CH:10]=2)=[CH:4][CH:3]=1.[NH2:30][CH2:31][C@H:32]([OH:34])[CH3:33].